From a dataset of Full USPTO retrosynthesis dataset with 1.9M reactions from patents (1976-2016). Predict the reactants needed to synthesize the given product. (1) The reactants are: CN1[CH2:7][CH2:6][CH:5]([N:8]2[CH2:13][CH2:12][NH:11][CH2:10][CH2:9]2)CC1.[CH3:14]N1CCN(C2CCNCC2)CC1.N1(CCC2CCNCC2)CCCC1.CN1CCN(C(N2CCNCC2)=O)CC1.N1CCC(N2CCOCC2)CC1.O1CCC(CN)CC1. Given the product [CH:6]1([CH2:5][N:8]2[CH2:9][CH2:10][NH:11][CH2:12][CH2:13]2)[CH2:7][CH2:14]1, predict the reactants needed to synthesize it. (2) Given the product [N:32]1[CH:33]=[CH:34][CH:35]=[CH:36][C:31]=1[S:30][CH2:2][C:3]1[NH:4][C:5](=[O:29])[C:6]2[S:11][C:10]([N:12]3[CH2:17][CH2:16][CH:15]([O:18][C:19]4[CH:24]=[CH:23][CH:22]=[CH:21][C:20]=4[C:25]([F:28])([F:27])[F:26])[CH2:14][CH2:13]3)=[N:9][C:7]=2[N:8]=1, predict the reactants needed to synthesize it. The reactants are: Cl[CH2:2][C:3]1[NH:4][C:5](=[O:29])[C:6]2[S:11][C:10]([N:12]3[CH2:17][CH2:16][CH:15]([O:18][C:19]4[CH:24]=[CH:23][CH:22]=[CH:21][C:20]=4[C:25]([F:28])([F:27])[F:26])[CH2:14][CH2:13]3)=[N:9][C:7]=2[N:8]=1.[SH:30][C:31]1[CH:36]=[CH:35][CH:34]=[CH:33][N:32]=1.C(N(CC)CC)C. (3) Given the product [N:10]1([C:2]2[CH:9]=[CH:8][C:5]([C:6]#[N:7])=[CH:4][CH:3]=2)[CH2:15][CH2:14][O:13][CH2:12][CH2:11]1, predict the reactants needed to synthesize it. The reactants are: F[C:2]1[CH:9]=[CH:8][C:5]([C:6]#[N:7])=[CH:4][CH:3]=1.[NH:10]1[CH2:15][CH2:14][O:13][CH2:12][CH2:11]1. (4) Given the product [CH3:44][C:28]1[N:29]([CH2:32][O:33][CH2:34][CH2:35][Si:36]([CH3:37])([CH3:39])[CH3:38])[N:30]=[C:31]2[C:27]=1[CH:26]=[C:25]([C:40]([F:41])([F:43])[F:42])[CH:24]=[C:23]2[CH2:22][O:21][CH2:20][C:7]1([C:1]2[CH:2]=[CH:3][CH:4]=[CH:5][CH:6]=2)[CH2:8][CH2:9][N:10]([C:13]([O:15][C:16]([CH3:18])([CH3:19])[CH3:17])=[O:14])[CH2:11][CH2:12]1, predict the reactants needed to synthesize it. The reactants are: [C:1]1([C:7]2([CH2:20][O:21][CH2:22][C:23]3[C:31]4[C:27](=[CH:28][N:29]([CH2:32][O:33][CH2:34][CH2:35][Si:36]([CH3:39])([CH3:38])[CH3:37])[N:30]=4)[CH:26]=[C:25]([C:40]([F:43])([F:42])[F:41])[CH:24]=3)[CH2:12][CH2:11][N:10]([C:13]([O:15][C:16]([CH3:19])([CH3:18])[CH3:17])=[O:14])[CH2:9][CH2:8]2)[CH:6]=[CH:5][CH:4]=[CH:3][CH:2]=1.[C:44]([Li])(C)(C)C.IC.[Cl-].[NH4+]. (5) Given the product [CH3:14][Si:11]([CH3:13])([CH3:12])[CH2:10][CH2:9][O:8][CH2:7][N:3]1[CH:4]=[CH:5][N:6]=[C:2]1[CH2:1][C:21]1([OH:20])[CH2:24][NH:23][CH2:22]1, predict the reactants needed to synthesize it. The reactants are: [CH3:1][C:2]1[N:3]([CH2:7][O:8][CH2:9][CH2:10][Si:11]([CH3:14])([CH3:13])[CH3:12])[CH:4]=[CH:5][N:6]=1.C([Li])CCC.[O:20]=[C:21]1[CH2:24][N:23](C(OC(C)(C)C)=O)[CH2:22]1. (6) Given the product [C:28]1([C:19]2[CH:20]=[CH:21][CH:22]=[CH:23][CH:24]=2)[CH:29]=[CH:30][C:31]([C:6]([N:8]2[CH2:12][C:11](=[N:13][O:14][CH3:15])[CH2:10][C@H:9]2[C:16]([NH:40][CH2:39][C:38]2[CH:41]=[CH:42][C:43]([O:44][CH3:45])=[C:36]([O:35][CH3:34])[CH:37]=2)=[O:18])=[O:7])=[CH:32][CH:33]=1, predict the reactants needed to synthesize it. The reactants are: C(O[C:6]([N:8]1[CH2:12][C:11](=[N:13][O:14][CH3:15])[CH2:10][C@H:9]1[C:16]([OH:18])=O)=[O:7])(C)(C)C.[C:19]1([C:28]2[CH:33]=[CH:32][CH:31]=[CH:30][CH:29]=2)[CH:24]=[CH:23][C:22](C(Cl)=O)=[CH:21][CH:20]=1.[CH3:34][O:35][C:36]1[CH:37]=[C:38]([CH:41]=[CH:42][C:43]=1[O:44][CH3:45])[CH2:39][NH2:40]. (7) Given the product [N:22]1[CH:41]=[CH:31][CH:24]=[CH:25][C:30]=1[CH2:29][N:1]1[C:9]2[C:4](=[CH:5][CH:6]=[CH:7][CH:8]=2)[C@@:3]2([CH2:13][O:12][C:11]3[CH:14]=[C:15]4[C:19](=[CH:20][C:10]2=3)[CH2:18][CH2:17][O:16]4)[C:2]1=[O:21], predict the reactants needed to synthesize it. The reactants are: [NH:1]1[C:9]2[C:4](=[CH:5][CH:6]=[CH:7][CH:8]=2)[C@@:3]2([CH2:13][O:12][C:11]3[CH:14]=[C:15]4[C:19](=[CH:20][C:10]2=3)[CH2:18][CH2:17][O:16]4)[C:2]1=[O:21].[NH:22]1[C:30]2[C:25](=CC=C[CH:29]=2)[C:24]2(COC3C=C4C(=[CH:41][C:31]2=3)CCO4)C1=O.ClCC1C=NC(OC)=NC=1. (8) Given the product [OH:1][CH:2]1[CH:11]([O:12][C:13](=[O:16])[CH:14]=[CH2:15])[CH:10]2[CH:5]([CH2:6][CH2:7][CH2:8][CH2:9]2)[CH2:4][CH2:3]1, predict the reactants needed to synthesize it. The reactants are: [OH:1][CH:2]1[CH:11]([OH:12])[CH:10]2[CH:5]([CH2:6][CH2:7][CH2:8][CH2:9]2)[CH2:4][CH2:3]1.[C:13](Cl)(=[O:16])[CH:14]=[CH2:15].C(N(CC)CC)C. (9) Given the product [O:10]=[C:3]([CH2:2][N:16]1[CH2:15][CH2:14][CH2:13][CH2:12][C:11]1=[O:17])[CH2:4][C:5]([O:7][CH2:8][CH3:9])=[O:6], predict the reactants needed to synthesize it. The reactants are: Cl[CH2:2][C:3](=[O:10])[CH2:4][C:5]([O:7][CH2:8][CH3:9])=[O:6].[C:11]1(=[O:17])[NH:16][CH2:15][CH2:14][CH2:13][CH2:12]1. (10) Given the product [NH2:10][C@@H:11]1[C:46](=[O:47])[N:13]2[C:14]([C:30]([O:32][CH:33]([C:34]3[CH:35]=[CH:36][CH:37]=[CH:38][CH:39]=3)[C:40]3[CH:45]=[CH:44][CH:43]=[CH:42][CH:41]=3)=[O:31])=[C:15]([S:18][C:19]3[S:20][CH:21]=[C:22]([C:24]4[CH:29]=[CH:28][N:27]=[CH:26][CH:25]=4)[N:23]=3)[CH2:16][S:17][C@H:12]12, predict the reactants needed to synthesize it. The reactants are: C1(CC([NH:10][C@@H:11]2[C:46](=[O:47])[N:13]3[C:14]([C:30]([O:32][CH:33]([C:40]4[CH:45]=[CH:44][CH:43]=[CH:42][CH:41]=4)[C:34]4[CH:39]=[CH:38][CH:37]=[CH:36][CH:35]=4)=[O:31])=[C:15]([S:18][C:19]4[S:20][CH:21]=[C:22]([C:24]5[CH:29]=[CH:28][N:27]=[CH:26][CH:25]=5)[N:23]=4)[CH2:16][S:17][C@H:12]23)=O)C=CC=CC=1.N1C=CC=CC=1.P(Cl)(Cl)(Cl)(Cl)Cl.C(OC(C)C)(C)C.